This data is from Catalyst prediction with 721,799 reactions and 888 catalyst types from USPTO. The task is: Predict which catalyst facilitates the given reaction. (1) Reactant: O[N:2]=[C:3]([C:9](=O)[C:10]1[CH:15]=[CH:14][CH:13]=[CH:12][N:11]=1)[C:4]([O:6][CH2:7][CH3:8])=[O:5].C([O-])(=O)C.[NH4+:21].[F:22][C:23]1[CH:30]=[CH:29][CH:28]=[C:27]([F:31])[C:24]=1[CH:25]=O. Product: [F:22][C:23]1[CH:30]=[CH:29][CH:28]=[C:27]([F:31])[C:24]=1[C:25]1[NH:2][C:3]([C:4]([O:6][CH2:7][CH3:8])=[O:5])=[C:9]([C:10]2[CH:15]=[CH:14][CH:13]=[CH:12][N:11]=2)[N:21]=1. The catalyst class is: 404. (2) Product: [CH3:2][O:3][C:4](=[O:7])[CH2:5][NH:6][S:26]([C:23]1[CH:22]=[CH:21][C:20]([O:19][CH2:18][CH:15]2[CH2:16][CH2:17]2)=[CH:25][CH:24]=1)(=[O:28])=[O:27]. The catalyst class is: 38. Reactant: Cl.[CH3:2][O:3][C:4](=[O:7])[CH2:5][NH2:6].CCN(CC)CC.[CH:15]1([CH2:18][O:19][C:20]2[CH:25]=[CH:24][C:23]([S:26](Cl)(=[O:28])=[O:27])=[CH:22][CH:21]=2)[CH2:17][CH2:16]1. (3) Reactant: [Cl:1][C:2]([C:17]1[CH:22]=[CH:21][C:20]([Cl:23])=[C:19]([C:24]([O:26][CH3:27])=[O:25])[N+:18]=1[O-:28])(C(OC(C)(C)C)=O)C(OC(C)(C)C)=O.FC(F)(F)C(O)=O. Product: [Cl:23][C:20]1[CH:21]=[CH:22][C:17]([CH2:2][Cl:1])=[N+:18]([O-:28])[C:19]=1[C:24]([O:26][CH3:27])=[O:25]. The catalyst class is: 4. (4) Reactant: ClC1C=CC(OCC(N2C[C@H](C)N(CC3C=CC(F)=CC=3)C[C@H]2C)=O)=C(CCl)C=1.C(OP(OCC)OCC)C.C([O:42][P:43]([CH2:48][C:49]1[CH:54]=[C:53]([Cl:55])[CH:52]=[CH:51][C:50]=1[O:56][CH2:57][C:58]([N:60]1[CH2:65][C@H:64]([CH3:66])[N:63]([CH2:67][C:68]2[CH:73]=[CH:72][C:71]([F:74])=[CH:70][CH:69]=2)[CH2:62][C@H:61]1[CH3:75])=[O:59])(=[O:47])[O:44]CC)C.C1(OC)C=CC=CC=1.C[Si](Br)(C)C. Product: [Cl:55][C:53]1[CH:52]=[CH:51][C:50]([O:56][CH2:57][C:58]([N:60]2[CH2:65][C@H:64]([CH3:66])[N:63]([CH2:67][C:68]3[CH:69]=[CH:70][C:71]([F:74])=[CH:72][CH:73]=3)[CH2:62][C@H:61]2[CH3:75])=[O:59])=[C:49]([CH:54]=1)[CH2:48][P:43](=[O:42])([OH:47])[OH:44]. The catalyst class is: 4. (5) Reactant: [NH2:1][C:2]1[CH:7]=[C:6]([Br:8])[CH:5]=[CH:4][C:3]=1[C:9]([C:11]1[CH:16]=[CH:15][CH:14]=[CH:13][CH:12]=1)=O.[C:17](#[N:19])[CH3:18].[H-].[Na+].O. Product: [Br:8][C:6]1[CH:7]=[C:2]2[C:3]([C:9]([C:11]3[CH:16]=[CH:15][CH:14]=[CH:13][CH:12]=3)=[CH:18][C:17]([NH2:19])=[N:1]2)=[CH:4][CH:5]=1. The catalyst class is: 17. (6) Reactant: [CH3:1][NH:2][C:3]1[C:8]([NH:9][C:10]([C:12]2[CH:13]=[N:14][C:15]([C:21]([F:24])([F:23])[F:22])=[CH:16][C:17]=2[S:18][CH2:19][CH3:20])=O)=[CH:7][C:6]([C:25]([F:28])([F:27])[F:26])=[CH:5][N:4]=1.CN(C=O)C.C(=O)(O)[O-].[Na+]. Product: [CH2:19]([S:18][C:17]1[CH:16]=[C:15]([C:21]([F:24])([F:23])[F:22])[N:14]=[CH:13][C:12]=1[C:10]1[N:2]([CH3:1])[C:3]2=[N:4][CH:5]=[C:6]([C:25]([F:28])([F:27])[F:26])[CH:7]=[C:8]2[N:9]=1)[CH3:20]. The catalyst class is: 11. (7) Reactant: [CH:1]1([C:6]([OH:16])([C:10]2[CH:15]=[CH:14][CH:13]=[CH:12][CH:11]=2)[C:7]([OH:9])=O)[CH2:5][CH2:4][CH2:3][CH2:2]1.OC1C2N=NNC=2C=CC=1.Cl.CN(C)CCCN=C=NCC.CN(C1C=CC=CN=1)C.CN1CCOCC1.[CH2:55]([N:62]1[CH2:66][CH2:65][CH:64]([CH2:67][NH:68][CH3:69])[CH2:63]1)[C:56]1[CH:61]=[CH:60][CH:59]=[CH:58][CH:57]=1. Product: [CH2:55]([N:62]1[CH2:66][CH2:65][CH:64]([CH2:67][N:68]([CH3:69])[C:7](=[O:9])[C:6]([CH:1]2[CH2:2][CH2:3][CH2:4][CH2:5]2)([OH:16])[C:10]2[CH:15]=[CH:14][CH:13]=[CH:12][CH:11]=2)[CH2:63]1)[C:56]1[CH:61]=[CH:60][CH:59]=[CH:58][CH:57]=1. The catalyst class is: 35.